This data is from Full USPTO retrosynthesis dataset with 1.9M reactions from patents (1976-2016). The task is: Predict the reactants needed to synthesize the given product. (1) The reactants are: [NH2:1][C:2]1[CH:7]=[CH:6][C:5]([CH2:8][OH:9])=[C:4]([Cl:10])[CH:3]=1. Given the product [NH2:1][C:2]1[CH:7]=[CH:6][C:5]([CH:8]=[O:9])=[C:4]([Cl:10])[CH:3]=1, predict the reactants needed to synthesize it. (2) Given the product [C:16]1([CH2:15][CH2:14][CH2:13][CH2:12][CH2:11][CH2:10][C:9]([C:22]2[O:23][C:24]([C:27]3[CH:32]=[CH:31][CH:30]=[CH:29][C:28]=3[S:33]([NH2:36])(=[O:35])=[O:34])=[CH:25][N:26]=2)=[O:8])[CH:21]=[CH:20][CH:19]=[CH:18][CH:17]=1, predict the reactants needed to synthesize it. The reactants are: [Si]([O:8][CH:9]([C:22]1[O:23][C:24]([C:27]2[CH:32]=[CH:31][CH:30]=[CH:29][C:28]=2[S:33]([NH2:36])(=[O:35])=[O:34])=[CH:25][N:26]=1)[CH2:10][CH2:11][CH2:12][CH2:13][CH2:14][CH2:15][C:16]1[CH:21]=[CH:20][CH:19]=[CH:18][CH:17]=1)(C(C)(C)C)(C)C.[Si](OC(C1OC([Sn](CCCC)(CCCC)CCCC)=CN=1)CCCCCCC1C=CC=CC=1)(C(C)(C)C)(C)C.IC1C=CC=CC=1S(N)(=O)=O. (3) Given the product [O:1]1[C:5]([C:6]2[CH:7]=[CH:8][C:9]([NH:12][N:13]=[CH:15][C:16]3[CH:24]=[CH:23][C:21]([OH:22])=[C:18]([O:19][CH3:20])[CH:17]=3)=[CH:10][CH:11]=2)=[CH:4][N:3]=[CH:2]1, predict the reactants needed to synthesize it. The reactants are: [O:1]1[C:5]([C:6]2[CH:11]=[CH:10][C:9]([NH:12][NH2:13])=[CH:8][CH:7]=2)=[CH:4][N:3]=[CH:2]1.O=[CH:15][C:16]1[CH:24]=[CH:23][C:21]([OH:22])=[C:18]([O:19][CH3:20])[CH:17]=1.